From a dataset of Reaction yield outcomes from USPTO patents with 853,638 reactions. Predict the reaction yield, written as a fraction of the theoretical maximum amount of product (1.0 means a 100% yield; for example, 0.34 means a 34% yield). The reactants are [CH2:1]([O:3]/[CH:4]=[CH:5]/[CH3:6])[CH3:2].N1C=CC=CC=1.[Cl:13][C:14]([Cl:19])([Cl:18])[C:15](Cl)=[O:16]. The catalyst is C(Cl)Cl. The product is [Cl:13][C:14]([Cl:19])([Cl:18])[C:15](=[O:16])/[C:5](/[CH3:6])=[CH:4]/[O:3][CH2:1][CH3:2]. The yield is 1.20.